Predict the reaction yield, written as a fraction of the theoretical maximum amount of product (1.0 means a 100% yield; for example, 0.34 means a 34% yield). From a dataset of Reaction yield outcomes from USPTO patents with 853,638 reactions. The reactants are [F:1][CH:2]([F:32])[C:3]1[C:4]([C:26]2[CH:27]=[N:28][N:29]([CH3:31])[CH:30]=2)=[CH:5][C:6]([F:25])=[C:7]([NH:9][C:10]2[C:14]3[CH2:15][NH:16][CH2:17][CH2:18][C:13]=3[N:12]([CH:19]3[CH2:24][CH2:23][O:22][CH2:21][CH2:20]3)[N:11]=2)[CH:8]=1.C[Si]([N:37]=[C:38]=[O:39])(C)C. The catalyst is C(Cl)Cl. The product is [F:32][CH:2]([F:1])[C:3]1[C:4]([C:26]2[CH:27]=[N:28][N:29]([CH3:31])[CH:30]=2)=[CH:5][C:6]([F:25])=[C:7]([CH:8]=1)[NH:9][C:10]1[C:14]2[CH2:15][N:16]([C:38]([NH2:37])=[O:39])[CH2:17][CH2:18][C:13]=2[N:12]([CH:19]2[CH2:20][CH2:21][O:22][CH2:23][CH2:24]2)[N:11]=1. The yield is 0.110.